This data is from Peptide-MHC class II binding affinity with 134,281 pairs from IEDB. The task is: Regression. Given a peptide amino acid sequence and an MHC pseudo amino acid sequence, predict their binding affinity value. This is MHC class II binding data. (1) The peptide sequence is IASLFAAAGLAAAAP. The binding affinity (normalized) is 0.0410. The MHC is DRB1_0301 with pseudo-sequence DRB1_0301. (2) The peptide sequence is DESFLGRYMSALNHT. The MHC is DRB1_0101 with pseudo-sequence DRB1_0101. The binding affinity (normalized) is 0.743. (3) The peptide sequence is YDKFLANVSTVETGK. The MHC is DRB1_1001 with pseudo-sequence DRB1_1001. The binding affinity (normalized) is 0.719. (4) The peptide sequence is YDKFPANVSTVLTGK. The MHC is DRB3_0202 with pseudo-sequence DRB3_0202. The binding affinity (normalized) is 0.525. (5) The peptide sequence is ALRIIAGTPEVHAVK. The MHC is HLA-DPA10301-DPB10402 with pseudo-sequence HLA-DPA10301-DPB10402. The binding affinity (normalized) is 0.542. (6) The MHC is DRB1_0802 with pseudo-sequence DRB1_0802. The binding affinity (normalized) is 0.572. The peptide sequence is AFKVAATAANATPAN. (7) The peptide sequence is IFIFRDSDDWLNKYS. The MHC is DRB4_0103 with pseudo-sequence DRB4_0103. The binding affinity (normalized) is 0.374. (8) The peptide sequence is SQDLELSWNLNLLQAY. The MHC is DRB1_0401 with pseudo-sequence DRB1_0401. The binding affinity (normalized) is 0.675. (9) The peptide sequence is SLSELTDALRTLGST. The MHC is DRB1_1001 with pseudo-sequence DRB1_1001. The binding affinity (normalized) is 0.653. (10) The peptide sequence is FDNIYSVNIERGLGL. The MHC is DRB1_0701 with pseudo-sequence DRB1_0701. The binding affinity (normalized) is 0.629.